This data is from Full USPTO retrosynthesis dataset with 1.9M reactions from patents (1976-2016). The task is: Predict the reactants needed to synthesize the given product. Given the product [N:1]1([CH2:7][C:8]2[CH:13]=[CH:12][C:11]3[NH:14][C:24]([C:20]4[C:19]([N+:16]([O-:18])=[O:17])=[CH:23][NH:22][N:21]=4)=[N:15][C:10]=3[CH:9]=2)[CH2:6][CH2:5][O:4][CH2:3][CH2:2]1, predict the reactants needed to synthesize it. The reactants are: [N:1]1([CH2:7][C:8]2[CH:9]=[C:10]([NH2:15])[C:11]([NH2:14])=[CH:12][CH:13]=2)[CH2:6][CH2:5][O:4][CH2:3][CH2:2]1.[N+:16]([C:19]1[C:20]([C:24](O)=O)=[N:21][NH:22][CH:23]=1)([O-:18])=[O:17].C(Cl)CCl.C1C=CC2N(O)N=NC=2C=1.